Dataset: Reaction yield outcomes from USPTO patents with 853,638 reactions. Task: Predict the reaction yield, written as a fraction of the theoretical maximum amount of product (1.0 means a 100% yield; for example, 0.34 means a 34% yield). (1) The reactants are [F:1][C:2]1[CH:7]=[CH:6][C:5]([N:8]2[C:16]3[C:11](=[CH:12][C:13]([C:17]([CH3:26])([CH3:25])[C:18]([CH3:24])([CH3:23])[C:19]([O:21]C)=[O:20])=[CH:14][CH:15]=3)[CH:10]=[N:9]2)=[CH:4][CH:3]=1.[I-].[Li+].[C-]#N.[Na+]. The catalyst is N1C=CC=CC=1. The product is [F:1][C:2]1[CH:3]=[CH:4][C:5]([N:8]2[C:16]3[C:11](=[CH:12][C:13]([C:17]([CH3:26])([CH3:25])[C:18]([CH3:24])([CH3:23])[C:19]([OH:21])=[O:20])=[CH:14][CH:15]=3)[CH:10]=[N:9]2)=[CH:6][CH:7]=1. The yield is 0.980. (2) The reactants are [F:1][C:2]1[CH:14]=[C:13]([CH2:15][CH2:16][N+:17]([O-:19])=O)[CH:12]=[CH:11][C:3]=1[O:4][C:5]1[CH:10]=[CH:9][CH:8]=[CH:7]N=1.C[O-].[Li+].C(=O)([O-])O.[Na+].[C:28]([C:30]1[C:31]([NH2:36])=[N:32][CH:33]=[CH:34][CH:35]=1)#[CH:29].[CH2:37]([N:39](CC)CC)C. The catalyst is [Ti](Cl)(Cl)(Cl)Cl.O.O1CCCC1.C(OCC)(=O)C.CO. The product is [F:1][C:2]1[CH:14]=[C:13]([CH:12]=[CH:11][C:3]=1[O:4][CH2:5][C:10]1[CH:9]=[CH:8][CH:7]=[CH:37][N:39]=1)[CH2:15][C:16]1[CH:29]=[C:28]([C:30]2[C:31]([NH2:36])=[N:32][CH:33]=[CH:34][CH:35]=2)[O:19][N:17]=1. The yield is 0.0449.